This data is from Forward reaction prediction with 1.9M reactions from USPTO patents (1976-2016). The task is: Predict the product of the given reaction. Given the reactants Cl[C:2]1[C:7]([C:8]#[C:9][C:10]2[CH:15]=[CH:14][C:13]([C:16]([F:19])([F:18])[F:17])=[CH:12][CH:11]=2)=[C:6]([CH3:20])[N:5]=[CH:4][N:3]=1.[NH2:21][CH2:22][C:23]1[O:27][C:26]([C:28]([O:30][CH2:31][CH3:32])=[O:29])=[CH:25][CH:24]=1, predict the reaction product. The product is: [CH3:20][C:6]1[N:5]=[CH:4][N:3]=[C:2]([NH:21][CH2:22][C:23]2[O:27][C:26]([C:28]([O:30][CH2:31][CH3:32])=[O:29])=[CH:25][CH:24]=2)[C:7]=1[C:8]#[C:9][C:10]1[CH:15]=[CH:14][C:13]([C:16]([F:19])([F:18])[F:17])=[CH:12][CH:11]=1.